Dataset: Catalyst prediction with 721,799 reactions and 888 catalyst types from USPTO. Task: Predict which catalyst facilitates the given reaction. (1) Reactant: [Cl:1][C:2]1[CH:3]=[C:4]([CH:7]=[C:8]([O:10][C:11]2[C:16](=[O:17])[N:15]([CH2:18][C:19]3[CH:24]=[CH:23][N:22]=[N:21][C:20]=3[O:25]C)[CH:14]=[N:13][C:12]=2[C:27]([F:30])([F:29])[F:28])[CH:9]=1)[C:5]#[N:6].C[Si](Cl)(C)C. Product: [Cl:1][C:2]1[CH:3]=[C:4]([CH:7]=[C:8]([O:10][C:11]2[C:16](=[O:17])[N:15]([CH2:18][C:19]3[C:20](=[O:25])[NH:21][N:22]=[CH:23][CH:24]=3)[CH:14]=[N:13][C:12]=2[C:27]([F:29])([F:30])[F:28])[CH:9]=1)[C:5]#[N:6]. The catalyst class is: 10. (2) Reactant: [CH2:1]=[CH:2][CH2:3][CH2:4][CH2:5][CH2:6][CH2:7][CH2:8][CH2:9][CH2:10][CH2:11][CH2:12][CH:13]=[CH2:14].[CH2:15]([O:17][SiH:18]([O:22][CH2:23][CH3:24])[O:19][CH2:20][CH3:21])[CH3:16]. Product: [CH2:15]([O:17][Si:18]([O:22][CH2:23][CH3:24])([O:19][CH2:20][CH3:21])[CH2:14][CH2:13][CH2:12][CH2:11][CH2:10][CH2:9][CH2:8][CH2:7][CH2:6][CH2:5][CH2:4][CH2:3][CH2:2][CH2:1][Si:18]([O:22][CH2:23][CH3:24])([O:19][CH2:20][CH3:21])[O:17][CH2:15][CH3:16])[CH3:16]. The catalyst class is: 113.